Predict the reaction yield, written as a fraction of the theoretical maximum amount of product (1.0 means a 100% yield; for example, 0.34 means a 34% yield). From a dataset of Reaction yield outcomes from USPTO patents with 853,638 reactions. (1) The reactants are [CH3:1][C@:2]12[CH2:19][CH2:18][C@H:17]3[C@@H:7]([C@@H:8]([OH:21])[CH:9]=[C:10]4[C@:15]3([CH3:16])[CH2:14][CH2:13][C@H:12]([OH:20])[CH2:11]4)[C@@H:6]1[CH2:5][CH2:4][C:3]2=[O:22].[CH3:23][Si:24](N[Si:24]([CH3:26])([CH3:25])[CH3:23])([CH3:26])[CH3:25]. The catalyst is S1(C2C(=CC=CC=2)C(=O)N1)(=O)=O.C(#N)C. The product is [CH3:23][Si:24]([CH3:26])([CH3:25])[O:20][C@H:12]1[CH2:13][CH2:14][C@@:15]2([CH3:16])[C:10](=[CH:9][C@H:8]([O:21][Si:24]([CH3:26])([CH3:25])[CH3:23])[C@@H:7]3[C@@H:17]2[CH2:18][CH2:19][C@@:2]2([CH3:1])[C@H:6]3[CH2:5][CH2:4][C:3]2=[O:22])[CH2:11]1. The yield is 0.810. (2) The catalyst is S(=O)(=O)(O)O. The product is [F:1][C:2]1[CH:9]=[C:8]([OH:10])[C:7]([N+:11]([O-:13])=[O:12])=[CH:6][C:3]=1[CH:4]=[O:5]. The reactants are [F:1][C:2]1[CH:9]=[C:8]([OH:10])[CH:7]=[CH:6][C:3]=1[CH:4]=[O:5].[N+:11]([O-])([OH:13])=[O:12]. The yield is 0.910. (3) The catalyst is O. The reactants are [OH:1][C:2]1[C:3]([C:18](=[N:20][NH:21][C:22]([C:24]2[CH:33]=[CH:32][C:27]([C:28]([O:30]C)=[O:29])=[CH:26][CH:25]=2)=[O:23])[CH3:19])=[N:4][N:5]([CH3:17])[C:6]=1[C:7]1[CH:12]=[CH:11][CH:10]=[C:9]([C:13]([F:16])([F:15])[F:14])[CH:8]=1.CO.[OH-].[Na+].Cl. The product is [OH:1][C:2]1[C:3]([C:18](=[N:20][NH:21][C:22]([C:24]2[CH:25]=[CH:26][C:27]([C:28]([OH:30])=[O:29])=[CH:32][CH:33]=2)=[O:23])[CH3:19])=[N:4][N:5]([CH3:17])[C:6]=1[C:7]1[CH:12]=[CH:11][CH:10]=[C:9]([C:13]([F:14])([F:15])[F:16])[CH:8]=1. The yield is 0.550.